From a dataset of Reaction yield outcomes from USPTO patents with 853,638 reactions. Predict the reaction yield, written as a fraction of the theoretical maximum amount of product (1.0 means a 100% yield; for example, 0.34 means a 34% yield). (1) The reactants are Br[C:2]1[CH:7]=[CH:6][CH:5]=[CH:4][N:3]=1.[CH2:8]([C:12]1[O:13][C:14]2[C:20]([F:21])=[CH:19][CH:18]=[CH:17][C:15]=2[N:16]=1)[CH2:9][C:10]#[CH:11]. No catalyst specified. The product is [F:21][C:20]1[C:14]2[O:13][C:12]([CH2:8][CH2:9][C:10]#[C:11][C:2]3[CH:7]=[CH:6][CH:5]=[CH:4][N:3]=3)=[N:16][C:15]=2[CH:17]=[CH:18][CH:19]=1. The yield is 0.520. (2) The catalyst is CN(C)C=O.O. The yield is 0.630. The product is [CH3:20][C@@H:21]1[CH2:26][N:25]([C:15](=[O:17])[C:14]2[CH:13]=[CH:12][C:11]([C:9]3[CH:8]=[CH:7][C:6]4[N:2]([CH3:1])[CH:3]=[N:4][C:5]=4[CH:10]=3)=[CH:19][CH:18]=2)[CH2:24][CH2:23][N:22]1[C:27]([O:29][C:30]([CH3:31])([CH3:33])[CH3:32])=[O:28]. The reactants are [CH3:1][N:2]1[C:6]2[CH:7]=[CH:8][C:9]([C:11]3[CH:19]=[CH:18][C:14]([C:15]([OH:17])=O)=[CH:13][CH:12]=3)=[CH:10][C:5]=2[N:4]=[CH:3]1.[CH3:20][C@@H:21]1[CH2:26][NH:25][CH2:24][CH2:23][N:22]1[C:27]([O:29][C:30]([CH3:33])([CH3:32])[CH3:31])=[O:28].CN(C(ON1N=NC2C=CC=CC1=2)=[N+](C)C)C.F[P-](F)(F)(F)(F)F.CCN(C(C)C)C(C)C.